Dataset: Reaction yield outcomes from USPTO patents with 853,638 reactions. Task: Predict the reaction yield, written as a fraction of the theoretical maximum amount of product (1.0 means a 100% yield; for example, 0.34 means a 34% yield). (1) The reactants are Cl.[O:2]=[C:3]1[NH:12][C:11]2[N:10]=[CH:9][C:8](/[CH:13]=[CH:14]/[C:15]([OH:17])=O)=[CH:7][C:6]=2[CH2:5][CH2:4]1.Cl.[O:19]([CH:26]1[CH2:30][CH2:29][NH:28][CH2:27]1)[C:20]1[CH:25]=[CH:24][CH:23]=[CH:22][CH:21]=1.CCN(C(C)C)C(C)C.CCN=C=NCCCN(C)C. The catalyst is CN(C=O)C. The product is [O:17]=[C:15]([N:28]1[CH2:29][CH2:30][CH:26]([O:19][C:20]2[CH:21]=[CH:22][CH:23]=[CH:24][CH:25]=2)[CH2:27]1)/[CH:14]=[CH:13]/[C:8]1[CH:7]=[C:6]2[C:11](=[N:10][CH:9]=1)[NH:12][C:3](=[O:2])[CH2:4][CH2:5]2. The yield is 0.680. (2) The reactants are Br[CH:2]([C:14]1[CH:19]=[CH:18][CH:17]=[CH:16][CH:15]=1)[C:3]([O:5][C@H:6]([C:8]1[CH:13]=[CH:12][CH:11]=[CH:10][CH:9]=1)[CH3:7])=[O:4].C(N(CC)CC)C.[C:27]1([C:33]2([OH:39])[CH2:38][CH2:37][NH:36][CH2:35][CH2:34]2)[CH:32]=[CH:31][CH:30]=[CH:29][CH:28]=1. The catalyst is C1COCC1.[I-].C([N+](CCCC)(CCCC)CCCC)CCC.C(OCC)(=O)C. The product is [OH:39][C:33]1([C:27]2[CH:32]=[CH:31][CH:30]=[CH:29][CH:28]=2)[CH2:38][CH2:37][N:36]([C@H:2]([C:14]2[CH:19]=[CH:18][CH:17]=[CH:16][CH:15]=2)[C:3]([O:5][C@H:6]([C:8]2[CH:13]=[CH:12][CH:11]=[CH:10][CH:9]=2)[CH3:7])=[O:4])[CH2:35][CH2:34]1. The yield is 0.270. (3) The reactants are [Cl:1][C:2]1[CH:3]=[N:4][C:5]([S:22][CH3:23])=[N:6][C:7]=1[C:8]([NH:10][NH:11][C:12]([NH:14][C:15]1[CH:20]=[CH:19][C:18]([F:21])=[CH:17][CH:16]=1)=[S:13])=O. The catalyst is S(=O)(=O)(O)O.O. The product is [Cl:1][C:2]1[C:7]([C:8]2[S:13][C:12]([NH:14][C:15]3[CH:20]=[CH:19][C:18]([F:21])=[CH:17][CH:16]=3)=[N:11][N:10]=2)=[N:6][C:5]([S:22][CH3:23])=[N:4][CH:3]=1. The yield is 0.710. (4) The reactants are [C:1]1(B(O)O)[CH:6]=[CH:5][CH:4]=[CH:3][CH:2]=1.Br[C:11]1[CH:16]=[CH:15][CH:14]=[C:13]([Br:17])[C:12]=1[O:18][CH3:19].C(=O)([O-])[O-].[K+].[K+]. The catalyst is COCCOC.O. The product is [Br:17][C:13]1[C:12]([O:18][CH3:19])=[C:11]([C:1]2[CH:6]=[CH:5][CH:4]=[CH:3][CH:2]=2)[CH:16]=[CH:15][CH:14]=1. The yield is 0.870. (5) The reactants are [Cl:1][C:2]1[N:7]=[CH:6][C:5](I)=[CH:4][N:3]=1.[C:9]([C:11]1[CH:16]=[CH:15][C:14]([F:17])=[CH:13][CH:12]=1)#[CH:10].C(N(CC)CC)C. The catalyst is C1COCC1.C1C=CC(P(C2C=CC=CC=2)C2C=CC=CC=2)=CC=1.C1C=CC(P(C2C=CC=CC=2)C2C=CC=CC=2)=CC=1.Cl[Pd]Cl.[Cu]I. The product is [Cl:1][C:2]1[N:7]=[CH:6][C:5]([C:10]#[C:9][C:11]2[CH:16]=[CH:15][C:14]([F:17])=[CH:13][CH:12]=2)=[CH:4][N:3]=1. The yield is 0.870. (6) The reactants are [OH:1][C:2]1([CH2:17][C:18]#[N:19])[C:6]2=[C:7]3[CH2:13][CH2:12][O:11][C:8]3=[N:9][CH:10]=[C:5]2[CH2:4][CH:3]1[CH:14]([CH3:16])[CH3:15].N.C(O)C. The catalyst is C(O)C.[Co]. The product is [NH2:19][CH2:18][CH2:17][C:2]1([OH:1])[C:6]2=[C:7]3[CH2:13][CH2:12][O:11][C:8]3=[N:9][CH:10]=[C:5]2[CH2:4][CH:3]1[CH:14]([CH3:15])[CH3:16]. The yield is 1.00. (7) The reactants are [NH2:1][C:2]1[C:7]([OH:8])=[CH:6][C:5]([C:9]2[CH:14]=[CH:13][CH:12]=[CH:11][CH:10]=2)=[CH:4][N:3]=1.[H-].[Na+].[C:17](Cl)([C:30]1[CH:35]=[CH:34][CH:33]=[CH:32][CH:31]=1)([C:24]1[CH:29]=[CH:28][CH:27]=[CH:26][CH:25]=1)[C:18]1[CH:23]=[CH:22][CH:21]=[CH:20][CH:19]=1. The catalyst is C1COCC1. The product is [C:9]1([C:5]2[CH:6]=[C:7]([OH:8])[C:2]([NH:1][C:17]([C:18]3[CH:23]=[CH:22][CH:21]=[CH:20][CH:19]=3)([C:30]3[CH:31]=[CH:32][CH:33]=[CH:34][CH:35]=3)[C:24]3[CH:25]=[CH:26][CH:27]=[CH:28][CH:29]=3)=[N:3][CH:4]=2)[CH:14]=[CH:13][CH:12]=[CH:11][CH:10]=1. The yield is 0.230.